Dataset: NCI-60 drug combinations with 297,098 pairs across 59 cell lines. Task: Regression. Given two drug SMILES strings and cell line genomic features, predict the synergy score measuring deviation from expected non-interaction effect. (1) Drug 1: CCC1(CC2CC(C3=C(CCN(C2)C1)C4=CC=CC=C4N3)(C5=C(C=C6C(=C5)C78CCN9C7C(C=CC9)(C(C(C8N6C=O)(C(=O)OC)O)OC(=O)C)CC)OC)C(=O)OC)O.OS(=O)(=O)O. Drug 2: C1=NC(=NC(=O)N1C2C(C(C(O2)CO)O)O)N. Cell line: OVCAR-8. Synergy scores: CSS=29.8, Synergy_ZIP=-8.50, Synergy_Bliss=-5.62, Synergy_Loewe=-4.59, Synergy_HSA=-3.66. (2) Drug 1: CN1C(=O)N2C=NC(=C2N=N1)C(=O)N. Drug 2: CC1C(C(CC(O1)OC2CC(CC3=C2C(=C4C(=C3O)C(=O)C5=C(C4=O)C(=CC=C5)OC)O)(C(=O)CO)O)N)O.Cl. Cell line: MDA-MB-231. Synergy scores: CSS=26.9, Synergy_ZIP=-7.23, Synergy_Bliss=-6.99, Synergy_Loewe=-23.9, Synergy_HSA=-4.93. (3) Drug 1: CC1=CC2C(CCC3(C2CCC3(C(=O)C)OC(=O)C)C)C4(C1=CC(=O)CC4)C. Drug 2: CCC1=C2CN3C(=CC4=C(C3=O)COC(=O)C4(CC)O)C2=NC5=C1C=C(C=C5)O. Cell line: SF-268. Synergy scores: CSS=42.9, Synergy_ZIP=5.85, Synergy_Bliss=6.46, Synergy_Loewe=-37.4, Synergy_HSA=3.43.